This data is from HIV replication inhibition screening data with 41,000+ compounds from the AIDS Antiviral Screen. The task is: Binary Classification. Given a drug SMILES string, predict its activity (active/inactive) in a high-throughput screening assay against a specified biological target. (1) The compound is COc1ccc(NC(=O)C(=CN2C(=O)C(=Cc3ccc(OC)c(OC)c3)NC2=S)C(C)=O)cc1. The result is 0 (inactive). (2) The drug is N#Cc1c(-c2ccc([N+](=O)[O-])cc2)c(C#N)c(=O)n(NS(=O)(=O)c2ccccc2)c1S. The result is 0 (inactive). (3) The result is 0 (inactive). The drug is CC1(C)CC(=O)C2=C(C1)NC1=C(C2)C(=O)CC(C)(C)C1. (4) The compound is O=C1C(=O)C(CCCO)(CCCO)CCCCCCCCC1(CCCO)CCCO. The result is 0 (inactive). (5) The drug is CC(C)OP(=O)(OC(C)C)C(=Nc1ccc(NC(=NNc2ccc([N+](=O)[O-])cc2)P(=O)(OC(C)C)OC(C)C)cc1)NNc1ccc([N+](=O)[O-])cc1. The result is 0 (inactive). (6) The molecule is N=C(N)NS(=O)(=O)c1ccc(NC(=O)c2cccn3c(=O)c4ccccc4nc23)cc1. The result is 0 (inactive). (7) The molecule is O=[N+]([O-])C(=C1NCCN1)C(Cl)=C(Cl)Cl. The result is 0 (inactive).